Predict the product of the given reaction. From a dataset of Forward reaction prediction with 1.9M reactions from USPTO patents (1976-2016). Given the reactants [Cl:1][C:2]1[CH:3]=[C:4]([NH:8][C:9]([N:11]2[CH2:16][CH2:15][C:14]3[NH:17][N:18]=[C:19]([C:20]([OH:22])=O)[C:13]=3[CH2:12]2)=[O:10])[CH:5]=[CH:6][CH:7]=1.[CH:23]([O:26][NH:27][CH3:28])([CH3:25])[CH3:24].CN(C(ON1N=NC2C=CC=NC1=2)=[N+](C)C)C.F[P-](F)(F)(F)(F)F.CCN(C(C)C)C(C)C, predict the reaction product. The product is: [Cl:1][C:2]1[CH:3]=[C:4]([NH:8][C:9]([N:11]2[CH2:16][CH2:15][C:14]3[NH:17][N:18]=[C:19]([C:20]([N:27]([O:26][CH:23]([CH3:25])[CH3:24])[CH3:28])=[O:22])[C:13]=3[CH2:12]2)=[O:10])[CH:5]=[CH:6][CH:7]=1.